The task is: Predict the reactants needed to synthesize the given product.. This data is from Full USPTO retrosynthesis dataset with 1.9M reactions from patents (1976-2016). (1) Given the product [CH2:25]([C:21]1([CH3:24])[CH2:22][CH2:23][N:18]([C:17]2[N:12]3[N:11]=[C:10]([C:8]4[S:9][C:5]([CH2:4][C:3]5[CH:42]=[CH:43][C:44]([F:46])=[CH:45][C:2]=5[B:47]5[O:51][C:50]([CH3:53])([CH3:52])[C:49]([CH3:55])([CH3:54])[O:48]5)=[CH:6][N:7]=4)[CH:41]=[C:13]3[N:14]=[C:15]([CH3:40])[C:16]=2[C@H:29]([O:35][C:36]([CH3:37])([CH3:38])[CH3:39])[C:30]([O:32][CH2:33][CH3:34])=[O:31])[CH2:19][CH2:20]1)[CH2:26][CH:27]=[CH2:28], predict the reactants needed to synthesize it. The reactants are: Br[C:2]1[CH:45]=[C:44]([F:46])[CH:43]=[CH:42][C:3]=1[CH2:4][C:5]1[S:9][C:8]([C:10]2[CH:41]=[C:13]3[N:14]=[C:15]([CH3:40])[C:16]([C@H:29]([O:35][C:36]([CH3:39])([CH3:38])[CH3:37])[C:30]([O:32][CH2:33][CH3:34])=[O:31])=[C:17]([N:18]4[CH2:23][CH2:22][C:21]([CH2:25][CH2:26][CH:27]=[CH2:28])([CH3:24])[CH2:20][CH2:19]4)[N:12]3[N:11]=2)=[N:7][CH:6]=1.[B:47]1([B:47]2[O:51][C:50]([CH3:53])([CH3:52])[C:49]([CH3:55])([CH3:54])[O:48]2)[O:51][C:50]([CH3:53])([CH3:52])[C:49]([CH3:55])([CH3:54])[O:48]1.C([O-])(=O)C.[K+].O. (2) Given the product [CH3:1][O:2][C:3](=[O:13])[C:4]1[CH:5]=[C:6]([S:15][CH3:14])[N:7]=[C:8]([O:10][CH3:11])[CH:9]=1, predict the reactants needed to synthesize it. The reactants are: [CH3:1][O:2][C:3](=[O:13])[C:4]1[CH:9]=[C:8]([O:10][CH3:11])[N:7]=[C:6](Cl)[CH:5]=1.[CH3:14][S-:15].[Na+]. (3) The reactants are: [CH3:1][C:2]1[CH:7]=[CH:6][C:5]([OH:8])=[CH:4][C:3]=1[N+:9]([O-:11])=[O:10].Cl[CH2:13][CH2:14][N:15]1[CH2:20][CH2:19][O:18][CH2:17][CH2:16]1.C([O-])([O-])=O.[Cs+].[Cs+].[Na+].[I-]. Given the product [CH3:1][C:2]1[CH:7]=[CH:6][C:5]([O:8][CH2:13][CH2:14][N:15]2[CH2:20][CH2:19][O:18][CH2:17][CH2:16]2)=[CH:4][C:3]=1[N+:9]([O-:11])=[O:10], predict the reactants needed to synthesize it. (4) Given the product [Cl:14][C:7]1[CH:6]=[C:5]([F:10])[C:3]([NH2:4])=[C:2]([F:1])[C:8]=1[CH3:9], predict the reactants needed to synthesize it. The reactants are: [F:1][C:2]1[C:8]([CH3:9])=[CH:7][CH:6]=[C:5]([F:10])[C:3]=1[NH2:4].S(Cl)([Cl:14])(=O)=O. (5) Given the product [O:17]=[C:15]1[C:2]2[C:3](=[CH:4][CH:5]=[CH:6][N:1]=2)[NH:7][CH:8]=[C:9]1[C:10]([O:12][CH2:13][CH3:14])=[O:11], predict the reactants needed to synthesize it. The reactants are: [N:1]1[CH:6]=[CH:5][CH:4]=[C:3]([NH:7][CH:8]=[C:9]([C:15]([O:17]CC)=O)[C:10]([O:12][CH2:13][CH3:14])=[O:11])[CH:2]=1. (6) Given the product [Br:1][C:2]1[C:3]([F:17])=[CH:4][C:5]2[CH:11]3[CH2:10][CH:9]([CH2:12]3)[C:8]3[S:18][C:19]([C:20]([O:22][CH2:23][CH3:24])=[O:21])=[CH:14][C:7]=3[C:6]=2[CH:16]=1, predict the reactants needed to synthesize it. The reactants are: [Br:1][C:2]1[C:3]([F:17])=[CH:4][C:5]2[CH:11]3[CH2:12][CH:9]([CH2:10]3)[C:8](Cl)=[C:7]([CH:14]=O)[C:6]=2[CH:16]=1.[SH:18][CH2:19][C:20]([O:22][CH2:23][CH3:24])=[O:21].C(=O)([O-])[O-].[K+].[K+].